This data is from Full USPTO retrosynthesis dataset with 1.9M reactions from patents (1976-2016). The task is: Predict the reactants needed to synthesize the given product. Given the product [CH2:1]([N:8]1[CH:12]=[C:11]([CH2:13][OH:14])[C:10]([O:18][CH2:19][C:20]2[CH:25]=[CH:24][CH:23]=[C:22]([O:26][CH2:27][C:28]3[N:29]=[C:30]([C:34]4[CH:35]=[CH:36][CH:37]=[CH:38][CH:39]=4)[O:31][C:32]=3[CH3:33])[CH:21]=2)=[N:9]1)[C:2]1[CH:7]=[CH:6][CH:5]=[CH:4][CH:3]=1, predict the reactants needed to synthesize it. The reactants are: [CH2:1]([N:8]1[CH:12]=[C:11]([C:13](OCC)=[O:14])[C:10]([O:18][CH2:19][C:20]2[CH:25]=[CH:24][CH:23]=[C:22]([O:26][CH2:27][C:28]3[N:29]=[C:30]([C:34]4[CH:39]=[CH:38][CH:37]=[CH:36][CH:35]=4)[O:31][C:32]=3[CH3:33])[CH:21]=2)=[N:9]1)[C:2]1[CH:7]=[CH:6][CH:5]=[CH:4][CH:3]=1.[H-].[Al+3].[Li+].[H-].[H-].[H-].O.O.O.O.O.O.O.O.O.O.S([O-])([O-])(=O)=O.[Na+].[Na+].